From a dataset of Experimentally validated miRNA-target interactions with 360,000+ pairs, plus equal number of negative samples. Binary Classification. Given a miRNA mature sequence and a target amino acid sequence, predict their likelihood of interaction. (1) The miRNA is hsa-miR-1297 with sequence UUCAAGUAAUUCAGGUG. The protein sequence of the target gene is MSKLKVIPEKSLTNNSRIVGLLAQLEKINAEPSESDTARYVTSKILHLAQSQEKTRREMTAKGSTGMEILLSTLENTKDLQTTLNILSILVELVSAGGGRRVSFLVTKGGSQILLQLLMNASKESPPHEDLMVQIHSILAKIGPKDKKFGVKARINGALNITLNLVKQNLQNHRLVLPCLQLLRVYSANSVNSVSLGKNGVVELMFKIIGPFSKKNSSLIKVALDTLAALLKSKTNARRAVDRGYVQVLLTIYVDWHRHDNRHRNMLIRKGILQSLKSVTNIKLGRKAFIDANGMKILYN.... Result: 1 (interaction). (2) The miRNA is mmu-miR-802-5p with sequence UCAGUAACAAAGAUUCAUCCUU. The protein sequence of the target gene is MYLVAGDRGLAGCGHLLVSLLGLLLLLARSGTRALVCLPCDESKCEEPRNCPGSIVQGVCGCCYTCASQRNESCGGTFGIYGTCDRGLRCVIRPPLNGDSLTEYEAGVCEDENWTDDQLLGFKPCNENLIAGCNIINGKCECNTIRTCSNPFEFPSQDMCLSALKRIEEEKPDCSKARCEVQFSPRCPEDSVLIEGYAPPGECCPLPSRCVCNPAGCLRKVCQPGNLNILVSKASGKPGECCDLYECKPVFGVDCRTVECPPVQQTACPPDSYETQVRLTADGCCTLPTRCECLSGLCGF.... Result: 0 (no interaction). (3) The miRNA is hsa-miR-324-3p with sequence CCCACUGCCCCAGGUGCUGCUGG. The protein sequence of the target gene is MDREDLWHSALGAVWDPTCWLKGQQERYLGQVTVAQKEIYNEKSVCGGNTTENSSTEGSMLNTPQSIPVTPCNWNSYRKDSKQNSELMKTSRMFVQKKVYGCDECGKTFRQSSSLLKHQRIHTGEKPYTCNVCDKHFIERSSLTVHQRTHTGEKPYKCHECGKAFSQSMNLTVHQRTHTGEKPYQCKECGKAFRKNSSLIQHERIHTGEKPYKCHDCGKAFTQSMNLTVHQRTHTGEKPYECNQCGKAFSQSMHLIVHQRSHTGEKPYECSECGKAFSKSSTLTLHQRNHTGEKPYKCNK.... Result: 0 (no interaction). (4) Result: 1 (interaction). The miRNA is mmu-miR-188-3p with sequence CUCCCACAUGCAGGGUUUGCA. The protein sequence of the target gene is MPRRKQQAPRRAAAYVSDELKAAALVEDDVEPEEQAADGEPSAKYMCPEKELSKACPSYQNSPAAEFSSHEMDSESHISETSDRMADFESSSIKNEEETKEVQVPLEDTTVSDSLEQMKAVYNNFLSNSYWSNLNLNLHQPSSENNGGSSSSSSSSSSSCGSGSFDWHQSAMAKTLQQVSQNRMLPEPSLFSTVQLYRQSSKLYGSIFTGASKFRCKDCSAAYDTLVELTVHMNETGHYRDDNHETDNNNPKRWSKPRKRSLLEMEGKEDAQKVLKCMYCGHSFESLQDLSVHMIKTKHY.... (5) The miRNA is hsa-miR-6880-5p with sequence UGGUGGAGGAAGAGGGCAGCUC. The protein sequence of the target gene is MALSMPLNGLKEEDKEPLIELFVKAGSDGESIGNCPFSQRLFMILWLKGVVFSVTTVDLKRKPADLQNLAPGTHPPFITFNSEVKTDVNKIEEFLEEVLCPPKYLKLSPKHPESNTAGMDIFAKFSAYIKNSRPEANEALERGLLKTLQKLDEYLNSPLPDEIDENSMEDIKFSTRKFLDGNEMTLADCNLLPKLHIVKVVAKKYRNFDIPKEMTGIWRYLTNAYSRDEFTNTCPSDKEVEIAYSDVAKRLTK. Result: 1 (interaction). (6) The miRNA is rno-miR-187-3p with sequence UCGUGUCUUGUGUUGCAGCCGG. The protein sequence of the target gene is MAVYCYALNSLVIMNSANEMKSGGGPGPSGSETPPPPRRAVLSPGSVFSPGRGASFLFPPAESLSPEEPRSPGGWRSGRRRLNSSSGSGSGSSGSSVSSPSWAGRLRGDRQQVVAAGTLSPPGPEEAKRKLRILQRELQNVQVNQKVGMFEAHIQAQSSAIQAPRSPRLGRARSPSPCPFRSSSQPPGRVLVQGARSEERRTKSWGEQCPETSGTDSGRKGGPSLCSSQVKKGMPPLPGRAAPTGSEAQGPSAFVRMEKGIPASPRCGSPTAMEIDKRGSPTPGTRSCLAPSLGLFGASL.... Result: 0 (no interaction). (7) The miRNA is hsa-miR-4788 with sequence UUACGGACCAGCUAAGGGAGGC. The protein sequence of the target gene is MAATLGSGERWTEAYIDAVRRNKYPEDTPPESHDPCGCCNCMKAQKEKKSENEWTQTRQGEGNSTYSEEQLLGVQRIKKCRNYYEILGVSRDASDEELKKAYRKLALKFHPDKNCAPGATDAFKAIGNAFAVLSNPDKRLRYDEYGDEQVTFTAPRARPYNYYRDFEADITPEELFNVFFGGHFPTGNIHMFSNVTDDTYYYRRRHRHERTQTQKEEEEEKPQTTYSAFIQLLPVLVIVIISVITQLLATNPPYSLFYKSTLGYTISRETQNLQVPYFVDKNFDKAYRGASLHDLEKTIE.... Result: 0 (no interaction). (8) The miRNA is hsa-miR-6779-3p with sequence AAGCCCUGUCUCCUCCCAUCU. The protein sequence of the target gene is MDAAEVEFLAEKELVTIIPNFSLDKIYLIGGDLGPFNPGLPVEVPLWLAINLKQRQKCRLLPPEWMDVEKLEKMRDHERKEETFTPMPSPYYMELTKLLLNHASDNIPKADEIRTLVKDMWDTRIAKLRVSADSFVRQQEAHAKLDNLTLMEINTSGTFLTQALNHMYKLRTNLQPLESTQSQDF. Result: 0 (no interaction). (9) The miRNA is hsa-miR-362-3p with sequence AACACACCUAUUCAAGGAUUCA. The protein sequence of the target gene is MGRRKSKRKPPPKKKMTGTLETQFTCPFCNHEKSCDVKMDRARNTGVISCTVCLEEFQTPITYLSEPVDVYSDWIDACEAANQ. Result: 1 (interaction). (10) The miRNA is hsa-miR-6891-5p with sequence UAAGGAGGGGGAUGAGGGG. The protein sequence of the target gene is MSGGSQVHIFWGAPIAPLKITVSEDTASLMSVADPWKKIQLLYSQHSLYLKDEKQHKNLENYKVPESIGSPDLSGHFLANCMNRHVHVKDDFVRSVSETQNIESQKIHSSRLSDITSSNMQICGFKSTVPHFTEEEKYQKLLSENKIRDEQPKHQPDICGKNFNTNLFQLGHKCAAVLDLVCSTEKINIGPEVVQRECVPTEYHEIQNQCLGLFSSNAVDKSRSEAAVRKVSDLKISTDTEFLSIITSSQVAFLAQKKDKRRSPVNKGNVNMETEPKASYGEIRIPEENSIQLDGFTEAY.... Result: 0 (no interaction).